This data is from Reaction yield outcomes from USPTO patents with 853,638 reactions. The task is: Predict the reaction yield, written as a fraction of the theoretical maximum amount of product (1.0 means a 100% yield; for example, 0.34 means a 34% yield). (1) The reactants are [C:1]([O:5][C:6]([NH:8][C@@H:9]([CH2:15][CH2:16][C:17](=[O:21])[CH:18]=[N+]=[N-])[C:10]([O:12][CH2:13][CH3:14])=[O:11])=[O:7])([CH3:4])([CH3:3])[CH3:2]. The catalyst is C(Cl)Cl. The product is [O:21]=[C:17]1[CH2:18][N:8]([C:6]([O:5][C:1]([CH3:4])([CH3:3])[CH3:2])=[O:7])[C@H:9]([C:10]([O:12][CH2:13][CH3:14])=[O:11])[CH2:15][CH2:16]1. The yield is 0.550. (2) The reactants are CC(C)([O-])C.[Na+].Cl[C:8]1[CH:21]=[CH:20][C:19]([F:22])=[CH:18][C:9]=1[NH:10][C:11]1[CH:16]=[CH:15][C:14]([F:17])=[CH:13][CH:12]=1.F[B-](F)(F)F.C([PH+](C(C)(C)C)C(C)(C)C)(C)(C)C.Cl. The catalyst is C([O-])(=O)C.C([O-])(=O)C.[Pd+2].O1CCOCC1. The product is [F:22][C:19]1[CH:20]=[CH:21][C:8]2[C:16]3[C:11](=[CH:12][CH:13]=[C:14]([F:17])[CH:15]=3)[NH:10][C:9]=2[CH:18]=1. The yield is 0.170.